This data is from Forward reaction prediction with 1.9M reactions from USPTO patents (1976-2016). The task is: Predict the product of the given reaction. Given the reactants [CH:1]1([NH:7][C:8]2[CH:9]=[C:10]([OH:17])[CH:11]=[CH:12][C:13]=2[N+:14]([O-:16])=[O:15])[CH2:6][CH2:5][CH2:4][CH2:3][CH2:2]1.[CH3:18][O:19][C:20](=[O:27])[CH2:21][CH2:22][CH2:23][CH2:24][CH2:25]Br, predict the reaction product. The product is: [CH3:18][O:19][C:20](=[O:27])[CH2:21][CH2:22][CH2:23][CH2:24][CH2:25][O:17][C:10]1[CH:11]=[CH:12][C:13]([N+:14]([O-:16])=[O:15])=[C:8]([NH:7][CH:1]2[CH2:2][CH2:3][CH2:4][CH2:5][CH2:6]2)[CH:9]=1.